From a dataset of Full USPTO retrosynthesis dataset with 1.9M reactions from patents (1976-2016). Predict the reactants needed to synthesize the given product. (1) Given the product [O:8]1[CH2:12][CH2:11][O:10][CH:9]1[C:13]1[CH:14]=[CH:15][C:16]([C:19]2[S:27][C:26]3[C:21](=[N:22][CH:23]=[CH:24][C:25]=3[O:28][C:29]3[CH:34]=[CH:33][C:32]([NH:35][C:36]([NH:37][CH:38]4[CH2:39][NH:40][CH2:41]4)=[O:49])=[CH:31][C:30]=3[F:50])[CH:20]=2)=[N:17][CH:18]=1, predict the reactants needed to synthesize it. The reactants are: C(O)(C(F)(F)F)=O.[O:8]1[CH2:12][CH2:11][O:10][CH:9]1[C:13]1[CH:14]=[CH:15][C:16]([C:19]2[S:27][C:26]3[C:21](=[N:22][CH:23]=[CH:24][C:25]=3[O:28][C:29]3[CH:34]=[CH:33][C:32]([NH:35][C:36](=[O:49])[NH:37][CH:38]4[CH2:41][N:40](C(OC(C)(C)C)=O)[CH2:39]4)=[CH:31][C:30]=3[F:50])[CH:20]=2)=[N:17][CH:18]=1. (2) Given the product [C:1]([O:5][C:6]([NH:8][NH:9][CH:10]1[CH2:11][CH2:12][N:13]([C:16]([O:18][CH2:19][C:20]2[CH:25]=[CH:24][CH:23]=[CH:22][CH:21]=2)=[O:17])[CH2:14][CH2:15]1)=[O:7])([CH3:4])([CH3:2])[CH3:3], predict the reactants needed to synthesize it. The reactants are: [C:1]([O:5][C:6]([NH:8][N:9]=[C:10]1[CH2:15][CH2:14][N:13]([C:16]([O:18][CH2:19][C:20]2[CH:25]=[CH:24][CH:23]=[CH:22][CH:21]=2)=[O:17])[CH2:12][CH2:11]1)=[O:7])([CH3:4])([CH3:3])[CH3:2].C([BH3-])#N.[Na+].C1(C)C=CC(S(O)(=O)=O)=CC=1. (3) Given the product [CH3:1][C:2]1[N:6]([C:7]2[CH:12]=[CH:11][C:10]([C:13]([F:15])([F:16])[F:14])=[CH:9][N:8]=2)[N:5]=[CH:4][C:3]=1[C:17]([NH:19][C:20]1[CH:21]=[N:22][C:23]([C:27]2[CH2:28][CH2:29][N:30]([C:49](=[O:50])[CH:35]([CH3:36])[CH3:34])[CH2:31][CH:32]=2)=[C:24]([CH3:26])[CH:25]=1)=[O:18], predict the reactants needed to synthesize it. The reactants are: [CH3:1][C:2]1[N:6]([C:7]2[CH:12]=[CH:11][C:10]([C:13]([F:16])([F:15])[F:14])=[CH:9][N:8]=2)[N:5]=[CH:4][C:3]=1[C:17]([NH:19][C:20]1[CH:21]=[N:22][C:23]([C:27]2[CH2:28][CH2:29][NH:30][CH2:31][CH:32]=2)=[C:24]([CH3:26])[CH:25]=1)=[O:18].C[C:34]1N(C2C=CC(C(F)(F)F)=CN=2)N=[CH:36][C:35]=1[C:49](NC1C=NC(C2CCNCC2)=C(C)C=1)=[O:50]. (4) Given the product [Cl:24][C:25]1[CH:26]=[C:27]([C:2](=[CH2:23])[CH2:3][CH2:4][O:5][Si:6]([C:19]([CH3:22])([CH3:21])[CH3:20])([C:13]2[CH:18]=[CH:17][CH:16]=[CH:15][CH:14]=2)[C:7]2[CH:12]=[CH:11][CH:10]=[CH:9][CH:8]=2)[CH:28]=[CH:29][C:30]=1[Cl:31], predict the reactants needed to synthesize it. The reactants are: Br[C:2](=[CH2:23])[CH2:3][CH2:4][O:5][Si:6]([C:19]([CH3:22])([CH3:21])[CH3:20])([C:13]1[CH:18]=[CH:17][CH:16]=[CH:15][CH:14]=1)[C:7]1[CH:12]=[CH:11][CH:10]=[CH:9][CH:8]=1.[Cl:24][C:25]1[CH:26]=[C:27](B(O)O)[CH:28]=[CH:29][C:30]=1[Cl:31]. (5) Given the product [CH:21]1([CH:9]([C:4]2[CH:3]=[C:2]([CH:28]3[CH2:33][CH2:32][CH2:31][CH2:30][CH2:29]3)[S:6][C:5]=2[CH2:7][CH3:8])[O:10][C:11]2[CH:20]=[CH:19][C:14]([C:15]([O:17][CH3:18])=[O:16])=[CH:13][CH:12]=2)[CH2:22][CH2:23][CH2:24][CH2:25][CH2:26]1, predict the reactants needed to synthesize it. The reactants are: Br[C:2]1[S:6][C:5]([CH2:7][CH3:8])=[C:4]([CH:9]([CH:21]2[CH2:26][CH2:25][CH2:24][CH2:23][CH2:22]2)[O:10][C:11]2[CH:20]=[CH:19][C:14]([C:15]([O:17][CH3:18])=[O:16])=[CH:13][CH:12]=2)[CH:3]=1.[Br-].[CH:28]1([Zn+])[CH2:33][CH2:32][CH2:31][CH2:30][CH2:29]1.O1CCCC1.[Cl-].[NH4+]. (6) Given the product [ClH:1].[Cl:1][C:2]1[C:3]([F:12])=[C:4]([C:8]([F:11])=[CH:9][CH:10]=1)[C:5]([NH:27][C:23]1[CH:24]=[CH:25][CH:26]=[C:21]([C:18]2[CH2:19][CH2:20][CH:15]([N:14]([CH3:28])[CH3:13])[CH2:16][CH:17]=2)[CH:22]=1)=[O:6], predict the reactants needed to synthesize it. The reactants are: [Cl:1][C:2]1[C:3]([F:12])=[C:4]([C:8]([F:11])=[CH:9][CH:10]=1)[C:5](Cl)=[O:6].[CH3:13][N:14]([CH3:28])[CH:15]1[CH2:20][CH2:19][C:18]([C:21]2[CH:22]=[C:23]([NH2:27])[CH:24]=[CH:25][CH:26]=2)=[CH:17][CH2:16]1.